From a dataset of Forward reaction prediction with 1.9M reactions from USPTO patents (1976-2016). Predict the product of the given reaction. (1) The product is: [CH:38]([C:33]1[CH:32]=[N:1][C:2]2[C:7]([CH:34]=1)=[CH:6][CH:5]=[C:4]([NH:8][C:9](=[O:18])[O:10][CH2:11][C:12]1[CH:13]=[CH:14][CH:15]=[CH:16][CH:17]=1)[CH:3]=2)=[O:44]. Given the reactants [NH2:1][C:2]1[CH:3]=[C:4]([NH:8][C:9](=[O:18])[O:10][CH2:11][C:12]2[CH:17]=[CH:16][CH:15]=[CH:14][CH:13]=2)[CH:5]=[CH:6][CH:7]=1.F[B-](F)(F)F.F[B-](F)(F)F.CN([CH:32]=[C:33]([CH2:38][NH+](C)C)[CH2:34][NH+](C)C)C.C([OH:44])C, predict the reaction product. (2) Given the reactants C([Li])CCC.[Cl:6][C:7]1[CH:12]=[CH:11][C:10]([S:13]([CH2:16][C:17]2[CH:22]=[C:21]([F:23])[CH:20]=[CH:19][C:18]=2[F:24])(=[O:15])=[O:14])=[CH:9][CH:8]=1.[C:25](Cl)(=[O:32])[C:26]1[CH:31]=[CH:30][CH:29]=[CH:28][CH:27]=1.Cl, predict the reaction product. The product is: [Cl:6][C:7]1[CH:12]=[CH:11][C:10]([S:13]([CH:16]([C:17]2[CH:22]=[C:21]([F:23])[CH:20]=[CH:19][C:18]=2[F:24])[C:25]([C:26]2[CH:31]=[CH:30][CH:29]=[CH:28][CH:27]=2)=[O:32])(=[O:15])=[O:14])=[CH:9][CH:8]=1.